This data is from Full USPTO retrosynthesis dataset with 1.9M reactions from patents (1976-2016). The task is: Predict the reactants needed to synthesize the given product. (1) Given the product [Br:21][CH2:16][C:14]1[N:15]=[C:10]([C:6]2[CH:7]=[CH:8][CH:9]=[C:4]([O:3][CH:2]([F:1])[F:20])[CH:5]=2)[C:11]([O:17][CH2:18][CH3:19])=[N:12][CH:13]=1, predict the reactants needed to synthesize it. The reactants are: [F:1][CH:2]([F:20])[O:3][C:4]1[CH:5]=[C:6]([C:10]2[C:11]([O:17][CH2:18][CH3:19])=[N:12][CH:13]=[C:14]([CH3:16])[N:15]=2)[CH:7]=[CH:8][CH:9]=1.[Br:21]C1C(OCC)=NC=C(C)N=1.B(O)O.C([O-])([O-])=O.[Na+].[Na+]. (2) Given the product [N:23]([CH2:30][CH2:31][OH:32])([CH2:27][CH2:28][OH:29])[CH2:24][CH2:25][OH:26].[CH2:1]([O:13][S:14]([C:17]1[CH:22]=[CH:21][CH:20]=[CH:19][CH:18]=1)(=[O:16])=[O:15])[CH2:2][CH2:3][CH2:4][CH2:5][CH2:6][CH2:7][CH2:8][CH2:9][CH2:10][CH2:11][CH3:12], predict the reactants needed to synthesize it. The reactants are: [CH2:1]([O:13][S:14]([C:17]1[CH:22]=[CH:21][CH:20]=[CH:19][CH:18]=1)(=[O:16])=[O:15])[CH2:2][CH2:3][CH2:4][CH2:5][CH2:6][CH2:7][CH2:8][CH2:9][CH2:10][CH2:11][CH3:12].[N:23]([CH2:30][CH2:31][OH:32])([CH2:27][CH2:28][OH:29])[CH2:24][CH2:25][OH:26]. (3) Given the product [NH2:31][C@H:29]1[C@H:28]([S:39][CH3:40])[C@@H:27]([CH3:41])[CH2:26][C@@H:25]([C:24]2[CH:23]=[CH:22][N:21]=[CH:20][C:19]=2[NH:18][C:16](=[O:17])[C:14]2[CH:13]=[CH:12][C:11]([F:42])=[C:10]([C:4]3[C:3]([F:2])=[CH:8][CH:7]=[CH:6][C:5]=3[F:9])[N:15]=2)[CH2:30]1, predict the reactants needed to synthesize it. The reactants are: Cl.[F:2][C:3]1[CH:8]=[CH:7][CH:6]=[C:5]([F:9])[C:4]=1[C:10]1[N:15]=[C:14]([C:16]([NH:18][C:19]2[CH:20]=[N:21][CH:22]=[CH:23][C:24]=2[C@H:25]2[CH2:30][C@@H:29]([NH:31]C(=O)OC(C)(C)C)[C@H:28]([S:39][CH3:40])[C@@H:27]([CH3:41])[CH2:26]2)=[O:17])[CH:13]=[CH:12][C:11]=1[F:42]. (4) Given the product [NH2:30][C:25]([C:12]1([NH:11][C:9]([O:8][CH2:1][C:2]2[CH:3]=[CH:4][CH:5]=[CH:6][CH:7]=2)=[O:10])[CH2:17][CH2:16][N:15]([C:18]([O:20][C:21]([CH3:24])([CH3:23])[CH3:22])=[O:19])[CH2:14][CH2:13]1)=[O:27], predict the reactants needed to synthesize it. The reactants are: [CH2:1]([O:8][C:9]([NH:11][C:12]1([C:25]([OH:27])=O)[CH2:17][CH2:16][N:15]([C:18]([O:20][C:21]([CH3:24])([CH3:23])[CH3:22])=[O:19])[CH2:14][CH2:13]1)=[O:10])[C:2]1[CH:7]=[CH:6][CH:5]=[CH:4][CH:3]=1.Cl.C[N:30](C)CCCN=C=NCC.O.ON1C2C=CC=CC=2N=N1.C(N(CC)CC)C.N.C(=O)(O)[O-].[Na+]. (5) Given the product [CH3:12][NH:13][C:7]([CH:5]1[CH2:4][O:3][C:2]([CH3:11])([CH3:1])[O:6]1)=[O:8], predict the reactants needed to synthesize it. The reactants are: [CH3:1][C:2]1([CH3:11])[O:6][CH:5]([C:7](OC)=[O:8])[CH2:4][O:3]1.[CH3:12][NH2:13]. (6) Given the product [Br:18][C:19]1[CH:27]=[C:26]([F:28])[C:25]([F:29])=[CH:24][C:20]=1[CH2:21][OH:22], predict the reactants needed to synthesize it. The reactants are: C1N=CN(C(N2C=NC=C2)=O)C=1.C1COCC1.[Br:18][C:19]1[CH:27]=[C:26]([F:28])[C:25]([F:29])=[CH:24][C:20]=1[C:21](O)=[O:22].[BH4-].[Na+]. (7) Given the product [CH3:1][S:2]([N:16]1[CH2:15][CH2:14][N:13]([C:11]([O:10][C:6]([CH3:9])([CH3:8])[CH3:7])=[O:12])[CH2:18][CH2:17]1)(=[O:4])=[O:3], predict the reactants needed to synthesize it. The reactants are: [CH3:1][S:2](Cl)(=[O:4])=[O:3].[C:6]([O:10][C:11]([N:13]1[CH2:18][CH2:17][NH:16][CH2:15][CH2:14]1)=[O:12])([CH3:9])([CH3:8])[CH3:7].C(N(CC)CC)C.O. (8) Given the product [CH3:10][N:5]1[C:4](=[O:11])[C:3]2=[C:12]([S:14][CH3:15])[S:13][N:1]=[C:2]2[N:7]([CH3:8])[C:6]1=[O:9], predict the reactants needed to synthesize it. The reactants are: [NH2:1][C:2]1[N:7]([CH3:8])[C:6](=[O:9])[N:5]([CH3:10])[C:4](=[O:11])[C:3]=1[C:12]([S:14][CH3:15])=[S:13].II. (9) Given the product [F:44][C:2]([F:43])([F:1])[C:3]1[CH:4]=[C:5]([N:13]([CH3:42])[C:14]([N:16]([C@H:17]2[C@H:21]([C:22]3[CH:27]=[CH:26][C:25]([F:28])=[CH:24][CH:23]=3)[CH2:20][N:19]([C:29]([N:45]3[CH2:49][CH2:48][CH2:47][CH2:46]3)=[O:31])[CH2:18]2)[CH3:41])=[O:15])[CH:6]=[C:7]([C:9]([F:12])([F:10])[F:11])[CH:8]=1, predict the reactants needed to synthesize it. The reactants are: [F:1][C:2]([F:44])([F:43])[C:3]1[CH:4]=[C:5]([N:13]([CH3:42])[C:14]([N:16]([CH3:41])[C@H:17]2[C@H:21]([C:22]3[CH:27]=[CH:26][C:25]([F:28])=[CH:24][CH:23]=3)[CH2:20][N:19]([C:29]([O:31]C3C=CC([N+]([O-])=O)=CC=3)=O)[CH2:18]2)=[O:15])[CH:6]=[C:7]([C:9]([F:12])([F:11])[F:10])[CH:8]=1.[NH:45]1[CH2:49][CH2:48][CH2:47][CH2:46]1.